Dataset: Full USPTO retrosynthesis dataset with 1.9M reactions from patents (1976-2016). Task: Predict the reactants needed to synthesize the given product. (1) The reactants are: [NH2:1][C:2]1[C:3]([O:16]C)=[C:4]([C:8]2[S:12][C:11]([C:13]([OH:15])=[O:14])=[CH:10][CH:9]=2)[CH:5]=[CH:6][CH:7]=1.B(Br)(Br)[Br:19].CO. Given the product [BrH:19].[NH2:1][C:2]1[C:3]([OH:16])=[C:4]([C:8]2[S:12][C:11]([C:13]([OH:15])=[O:14])=[CH:10][CH:9]=2)[CH:5]=[CH:6][CH:7]=1, predict the reactants needed to synthesize it. (2) Given the product [Cl:15][C:2]1[O:3][C:4]2[C:5](=[C:7]([C:11]#[N:12])[CH:8]=[CH:9][CH:10]=2)[N:6]=1, predict the reactants needed to synthesize it. The reactants are: S[C:2]1[O:3][C:4]2[C:5](=[C:7]([C:11]#[N:12])[CH:8]=[CH:9][CH:10]=2)[N:6]=1.O=S(Cl)[Cl:15]. (3) The reactants are: [C:1]([C:4]1[CH:5]=[C:6]([C:10]2[N:11]=[C:12]([CH2:15][N:16]3[CH:20]=[C:19]([C:21]([O:23]CC)=[O:22])[CH:18]=[N:17]3)[S:13][CH:14]=2)[CH:7]=[CH:8][CH:9]=1)(=[O:3])[CH3:2].[OH-].[Na+].Cl. Given the product [C:1]([C:4]1[CH:5]=[C:6]([C:10]2[N:11]=[C:12]([CH2:15][N:16]3[CH:20]=[C:19]([C:21]([OH:23])=[O:22])[CH:18]=[N:17]3)[S:13][CH:14]=2)[CH:7]=[CH:8][CH:9]=1)(=[O:3])[CH3:2], predict the reactants needed to synthesize it. (4) The reactants are: Cl[C:2]1[C:3]([NH2:9])=[N:4][CH:5]=[N:6][C:7]=1Cl.Cl.Cl.[NH2:12][C:13]1[CH:14]=[C:15]([OH:19])[CH:16]=[N:17][CH:18]=1.[CH2:20]([N:27]1[CH:31]=[C:30](B2OC(C)(C)C(C)(C)O2)[CH:29]=[N:28]1)[C:21]1[CH:26]=[CH:25][CH:24]=[CH:23][CH:22]=1.[C:41](Cl)(=[O:44])[CH:42]=[CH2:43]. Given the product [NH2:9][C:3]1[N:4]=[CH:5][N:6]=[C:7]([O:19][C:15]2[CH:14]=[C:13]([NH:12][C:41](=[O:44])[CH:42]=[CH2:43])[CH:18]=[N:17][CH:16]=2)[C:2]=1[C:30]1[CH:29]=[N:28][N:27]([CH2:20][C:21]2[CH:26]=[CH:25][CH:24]=[CH:23][CH:22]=2)[CH:31]=1, predict the reactants needed to synthesize it. (5) Given the product [NH2:16][C:13]1[CH:14]=[CH:15][C:6]2[N:5]([CH2:4][CH2:3][N:2]([CH3:1])[CH3:19])[C:10](=[O:11])[CH2:9][O:8][C:7]=2[CH:12]=1, predict the reactants needed to synthesize it. The reactants are: [CH3:1][N:2]([CH3:19])[CH2:3][CH2:4][N:5]1[C:10](=[O:11])[CH2:9][O:8][C:7]2[CH:12]=[C:13]([N+:16]([O-])=O)[CH:14]=[CH:15][C:6]1=2. (6) The reactants are: [NH2:1][C:2]1[C:3]([C:16]([O:18][CH3:19])=[O:17])=[N:4][CH:5]=[C:6]([CH2:8][C:9]2[CH:14]=[CH:13][C:12]([F:15])=[CH:11][CH:10]=2)[CH:7]=1.FC(F)(F)C(OC(=O)C(F)(F)F)=O.C([O-])(O)=O.[Na+].C([O-])([O-])=O.[K+].[K+].[Na+].[I-].Cl[CH2:47][C:48]([N:50]([CH3:52])[CH3:51])=[O:49]. Given the product [CH3:51][N:50]([CH3:52])[C:48](=[O:49])[CH2:47][NH:1][C:2]1[C:3]([C:16]([O:18][CH3:19])=[O:17])=[N:4][CH:5]=[C:6]([CH2:8][C:9]2[CH:10]=[CH:11][C:12]([F:15])=[CH:13][CH:14]=2)[CH:7]=1, predict the reactants needed to synthesize it. (7) Given the product [CH3:2][O:3][C:4](=[O:9])[CH:5]([NH:6][C:22]([O:21][CH2:20][CH2:19][Si:18]([CH3:33])([CH3:32])[CH3:17])=[O:23])[CH2:7][OH:8], predict the reactants needed to synthesize it. The reactants are: Cl.[CH3:2][O:3][C:4](=[O:9])[C@H:5]([CH2:7][OH:8])[NH2:6].C(N(CC)CC)C.[CH3:17][Si:18]([CH3:33])([CH3:32])[CH2:19][CH2:20][O:21][C:22](=O)[O:23]N1C(=O)CCC1=O. (8) Given the product [CH2:9]([O:8][P:7]([C:4]([O:3][CH:1]=[CH2:2])=[O:5])(=[O:14])[O:11][CH2:12][CH3:13])[CH3:10], predict the reactants needed to synthesize it. The reactants are: [CH:1]([O:3][C:4](Cl)=[O:5])=[CH2:2].[P:7]([O:14]CC)([O:11][CH2:12][CH3:13])[O:8][CH2:9][CH3:10].